This data is from Forward reaction prediction with 1.9M reactions from USPTO patents (1976-2016). The task is: Predict the product of the given reaction. (1) Given the reactants [CH2:1]([N:3]1[C:7]([F:8])=[C:6]([CH2:9]O)[C:5]([C:11]([F:14])([F:13])[F:12])=[N:4]1)[CH3:2].P(Br)(Br)[Br:16], predict the reaction product. The product is: [Br:16][CH2:9][C:6]1[C:5]([C:11]([F:14])([F:13])[F:12])=[N:4][N:3]([CH2:1][CH3:2])[C:7]=1[F:8]. (2) Given the reactants [CH3:1][N:2]1[C:6]([N:7]2[C:11]3=[N:12][CH:13]=[CH:14][CH:15]=[C:10]3[CH:9]=[CH:8]2)=[C:5](/[CH:16]=[CH:17]/[C:18]([OH:20])=O)[C:4]([CH3:21])=[N:3]1.CC1C=CC=C([N+]([O-])=O)C=1C(OC(=O)C1C([N+]([O-])=O)=CC=CC=1C)=O.[CH3:47][C:48]1[CH:53]=[CH:52][C:51]([S:54]([NH2:57])(=[O:56])=[O:55])=[CH:50][CH:49]=1.C(N(CC)CC)C, predict the reaction product. The product is: [CH3:1][N:2]1[C:6]([N:7]2[C:11]3=[N:12][CH:13]=[CH:14][CH:15]=[C:10]3[CH:9]=[CH:8]2)=[C:5](/[CH:16]=[CH:17]/[C:18]([NH:57][S:54]([C:51]2[CH:52]=[CH:53][C:48]([CH3:47])=[CH:49][CH:50]=2)(=[O:55])=[O:56])=[O:20])[C:4]([CH3:21])=[N:3]1. (3) Given the reactants [Cl:1][C:2]1[CH:8]=[C:7]([O:9][C:10]2[C:19]3[C:14](=[CH:15][C:16]([O:22][CH3:23])=[C:17]([O:20][CH3:21])[CH:18]=3)[N:13]=[CH:12][N:11]=2)[CH:6]=[CH:5][C:3]=1[NH2:4].C1(C)C=CC=CC=1.C(N(CC)CC)C.Cl[C:39](Cl)([O:41]C(=O)OC(Cl)(Cl)Cl)Cl.[F:50][C:51]1[CH:52]=[C:53]([CH:57]=[CH:58][CH:59]=1)[CH:54]([OH:56])[CH3:55], predict the reaction product. The product is: [Cl:1][C:2]1[CH:8]=[C:7]([O:9][C:10]2[C:19]3[C:14](=[CH:15][C:16]([O:22][CH3:23])=[C:17]([O:20][CH3:21])[CH:18]=3)[N:13]=[CH:12][N:11]=2)[CH:6]=[CH:5][C:3]=1[NH:4][C:39](=[O:41])[O:56][CH:54]([C:53]1[CH:57]=[CH:58][CH:59]=[C:51]([F:50])[CH:52]=1)[CH3:55]. (4) Given the reactants [N+:1]([C:4]1[CH:5]=[C:6]([CH:23]=[CH:24][C:25]=1[N+:26]([O-])=O)[NH:7][C:8](=[O:22])[C:9]1[CH:14]=[CH:13][C:12]([N:15]2[CH2:20][CH2:19][N:18]([CH3:21])[CH2:17][CH2:16]2)=[CH:11][CH:10]=1)([O-])=O.[CH3:29][N:30]1[CH2:35][CH2:34][N:33]([C:36]2[CH:41]=[CH:40][C:39]([NH:42][C:43]([C:45]3[CH:52]=[CH:51][C:48]([CH:49]=O)=[CH:47][CH:46]=3)=[O:44])=[CH:38][CH:37]=2)[CH2:32][CH2:31]1, predict the reaction product. The product is: [CH3:21][N:18]1[CH2:19][CH2:20][N:15]([C:12]2[CH:13]=[CH:14][C:9]([C:8]([NH:7][C:6]3[CH:23]=[CH:24][C:25]4[NH:26][C:49]([C:48]5[CH:51]=[CH:52][C:45]([C:43](=[O:44])[NH:42][C:39]6[CH:40]=[CH:41][C:36]([N:33]7[CH2:34][CH2:35][N:30]([CH3:29])[CH2:31][CH2:32]7)=[CH:37][CH:38]=6)=[CH:46][CH:47]=5)=[N:1][C:4]=4[CH:5]=3)=[O:22])=[CH:10][CH:11]=2)[CH2:16][CH2:17]1. (5) Given the reactants [C:1]([C:3]1[CH:8]=[CH:7][C:6]([CH2:9][CH2:10][C:11]([O:13][CH3:14])=[O:12])=[CH:5][CH:4]=1)#[CH:2].Br[C:16]1[CH:21]=[C:20]([CH3:22])[CH:19]=[CH:18][C:17]=1[CH3:23], predict the reaction product. The product is: [CH3:23][C:17]1[CH:18]=[CH:19][C:20]([CH3:22])=[CH:21][C:16]=1[C:2]#[C:1][C:3]1[CH:8]=[CH:7][C:6]([CH2:9][CH2:10][C:11]([O:13][CH3:14])=[O:12])=[CH:5][CH:4]=1. (6) The product is: [C:1]([O:5][C:6](=[O:38])[CH2:7][O:8][C:9]1[C:14]2[CH2:15][CH2:16][CH2:17][CH2:18][CH:19]([N:20]([S:21]([C:24]3[CH:25]=[C:26]([S:34]([CH3:37])(=[O:36])=[O:35])[CH:27]=[C:28]([S:30]([CH3:33])(=[O:32])=[O:31])[CH:29]=3)(=[O:22])=[O:23])[CH3:41])[C:13]=2[CH:12]=[CH:11][CH:10]=1)([CH3:4])([CH3:3])[CH3:2]. Given the reactants [C:1]([O:5][C:6](=[O:38])[CH2:7][O:8][C:9]1[C:14]2[CH2:15][CH2:16][CH2:17][CH2:18][CH:19]([NH:20][S:21]([C:24]3[CH:29]=[C:28]([S:30]([CH3:33])(=[O:32])=[O:31])[CH:27]=[C:26]([S:34]([CH3:37])(=[O:36])=[O:35])[CH:25]=3)(=[O:23])=[O:22])[C:13]=2[CH:12]=[CH:11][CH:10]=1)([CH3:4])([CH3:3])[CH3:2].CI.[C:41]([O-])([O-])=O.[K+].[K+], predict the reaction product. (7) Given the reactants [Br:1][C:2]1[CH:8]=[CH:7][C:5]([NH2:6])=[C:4]([Cl:9])[CH:3]=1.C[Si]([N-][Si](C)(C)C)(C)C.[Na+].[CH3:20][C:21]([O:24][C:25](O[C:25]([O:24][C:21]([CH3:23])([CH3:22])[CH3:20])=[O:26])=[O:26])([CH3:23])[CH3:22], predict the reaction product. The product is: [Br:1][C:2]1[CH:8]=[CH:7][C:5]([NH:6][C:25](=[O:26])[O:24][C:21]([CH3:23])([CH3:22])[CH3:20])=[C:4]([Cl:9])[CH:3]=1.